From a dataset of Forward reaction prediction with 1.9M reactions from USPTO patents (1976-2016). Predict the product of the given reaction. (1) Given the reactants C(Cl)[Cl:2].FC(F)(F)S([O-])(=O)=O.[C:12]1([S+:18]([C:27]2[CH:32]=[CH:31][CH:30]=[CH:29][CH:28]=2)[C:19]2[CH:24]=[CH:23][C:22]([O:25]C)=[CH:21][CH:20]=2)[CH:17]=[CH:16][CH:15]=[CH:14][CH:13]=1.B(Br)(Br)Br.C(Cl)Cl, predict the reaction product. The product is: [Cl-:2].[C:12]1([S+:18]([C:27]2[CH:32]=[CH:31][CH:30]=[CH:29][CH:28]=2)[C:19]2[CH:24]=[CH:23][C:22]([OH:25])=[CH:21][CH:20]=2)[CH:17]=[CH:16][CH:15]=[CH:14][CH:13]=1. (2) Given the reactants [CH2:1]([O:8][CH:9]([CH3:20])[CH2:10][O:11]C1C=CC(OC)=CC=1)[C:2]1[CH:7]=[CH:6][CH:5]=[CH:4][CH:3]=1.[N+]([O-])([O-])=O.[Ce+3].[NH4+].[NH4+].[N+]([O-])([O-])=O.[N+]([O-])([O-])=O.[N+]([O-])([O-])=O.[N+]([O-])([O-])=O.S([O-])([O-])(=O)=S.[Na+].[Na+].C(=O)([O-])O.[Na+], predict the reaction product. The product is: [CH2:1]([O:8][CH:9]([CH3:20])[CH2:10][OH:11])[C:2]1[CH:7]=[CH:6][CH:5]=[CH:4][CH:3]=1. (3) Given the reactants [CH2:1]([C@@H:8]1N[C@H](C(C)(C)C)N(C)[C:9]1=[O:18])[C:2]1[CH:7]=[CH:6][CH:5]=[CH:4][CH:3]=1.Cl.[CH3:20][N:21]([CH3:30])[C:22]1[CH:23]=[C:24]([CH:27]=[CH:28][CH:29]=1)[O:25][CH3:26].C(=O)C=CC1C=CC=CC=1.[BH4-].[Na+], predict the reaction product. The product is: [CH3:20][N:21]([CH3:30])[C:22]1[CH:29]=[CH:28][C:27]([C@H:1]([C:2]2[CH:3]=[CH:4][CH:5]=[CH:6][CH:7]=2)[CH2:8][CH2:9][OH:18])=[C:24]([O:25][CH3:26])[CH:23]=1.